This data is from Forward reaction prediction with 1.9M reactions from USPTO patents (1976-2016). The task is: Predict the product of the given reaction. Given the reactants [CH2:1]([O:8][C:9]1[CH:14]=[CH:13][C:12]([O:15][CH2:16][C@H:17]2[O:19][CH2:18]2)=[CH:11][C:10]=1[N:20](C(OC(C)(C)C)=O)[S:21]([CH3:24])(=[O:23])=[O:22])[C:2]1[CH:7]=[CH:6][CH:5]=[CH:4][CH:3]=1.[CH2:32]([NH:39][C@H:40]1[CH2:45][CH2:44][C@H:43]([C:46]2[CH:56]=[CH:55][C:49]([C:50]([O:52][CH2:53][CH3:54])=[O:51])=[CH:48][CH:47]=2)[CH2:42][CH2:41]1)[C:33]1[CH:38]=[CH:37][CH:36]=[CH:35][CH:34]=1.Cl, predict the reaction product. The product is: [CH2:32]([N:39]([CH2:18][C@H:17]([OH:19])[CH2:16][O:15][C:12]1[CH:13]=[CH:14][C:9]([O:8][CH2:1][C:2]2[CH:3]=[CH:4][CH:5]=[CH:6][CH:7]=2)=[C:10]([NH:20][S:21]([CH3:24])(=[O:22])=[O:23])[CH:11]=1)[C@H:40]1[CH2:41][CH2:42][C@H:43]([C:46]2[CH:47]=[CH:48][C:49]([C:50]([O:52][CH2:53][CH3:54])=[O:51])=[CH:55][CH:56]=2)[CH2:44][CH2:45]1)[C:33]1[CH:34]=[CH:35][CH:36]=[CH:37][CH:38]=1.